This data is from Full USPTO retrosynthesis dataset with 1.9M reactions from patents (1976-2016). The task is: Predict the reactants needed to synthesize the given product. (1) Given the product [OH:1][CH2:2][CH2:3][C:4]1[C:13]([CH3:15])=[CH:12][C:7]2[C:8](=[O:11])[O:9][CH2:10][C:6]=2[CH:5]=1, predict the reactants needed to synthesize it. The reactants are: [OH:1][CH2:2][CH2:3][C:4]1[C:13](I)=[CH:12][C:7]2[C:8](=[O:11])[O:9][CH2:10][C:6]=2[CH:5]=1.[CH:15]1C=CC(P(C2C=CC=CC=2)C2C=CC=CC=2)=CC=1.CN1C(=O)CCC1.[Sn](C)(C)(C)C. (2) Given the product [F:1][C:2]([F:36])([F:35])[C:3]1[CH:4]=[C:5]([CH:28]=[C:29]([C:31]([F:34])([F:33])[F:32])[CH:30]=1)[CH2:6][N:7]1[CH2:14][CH2:13][CH2:12][O:11][C:10]2[N:15]=[C:16]([N:47]3[CH2:48][CH2:49][N:44]([S:51]([CH3:50])(=[O:53])=[O:52])[CH2:45][CH2:46]3)[CH:17]=[C:18]([C:19]3[CH:24]=[CH:23][C:22]([F:25])=[CH:21][CH:20]=3)[C:9]=2[C:8]1=[O:27], predict the reactants needed to synthesize it. The reactants are: [F:1][C:2]([F:36])([F:35])[C:3]1[CH:4]=[C:5]([CH:28]=[C:29]([C:31]([F:34])([F:33])[F:32])[CH:30]=1)[CH2:6][N:7]1[CH2:14][CH2:13][CH2:12][O:11][C:10]2[N:15]=[C:16](Cl)[CH:17]=[C:18]([C:19]3[CH:24]=[CH:23][C:22]([F:25])=[CH:21][CH:20]=3)[C:9]=2[C:8]1=[O:27].C(OC([N:44]1[CH2:49][CH2:48][NH:47][CH2:46][CH2:45]1)=O)(C)(C)C.[CH3:50][S:51](Cl)(=[O:53])=[O:52]. (3) Given the product [NH2:20][C:16]1[CH:17]=[CH:18][CH:19]=[C:2]([F:1])[C:3]=1[CH2:4][CH:5]([C:11]([O:13][CH2:14][CH3:15])=[O:12])[C:6]([O:8][CH2:9][CH3:10])=[O:7], predict the reactants needed to synthesize it. The reactants are: [F:1][C:2]1[CH:19]=[CH:18][CH:17]=[C:16]([N+:20]([O-])=O)[C:3]=1[CH2:4][CH:5]([C:11]([O:13][CH2:14][CH3:15])=[O:12])[C:6]([O:8][CH2:9][CH3:10])=[O:7].Cl[Sn]Cl.O. (4) Given the product [CH2:1]([O:3][C:4]1[C:8]([CH2:9][CH2:10][CH2:11][O:12][C:24]2[CH:25]=[C:26]([CH2:30][C:31]([OH:33])=[O:32])[CH:27]=[CH:28][CH:29]=2)=[CH:7][N:6]([C:13]2[CH:18]=[CH:17][C:16]([C:19]([F:21])([F:22])[F:20])=[CH:15][CH:14]=2)[N:5]=1)[CH3:2], predict the reactants needed to synthesize it. The reactants are: [CH2:1]([O:3][C:4]1[C:8]([CH2:9][CH2:10][CH2:11][OH:12])=[CH:7][N:6]([C:13]2[CH:18]=[CH:17][C:16]([C:19]([F:22])([F:21])[F:20])=[CH:15][CH:14]=2)[N:5]=1)[CH3:2].O[C:24]1[CH:25]=[C:26]([CH2:30][C:31]([O:33]C)=[O:32])[CH:27]=[CH:28][CH:29]=1.C(P(CCCC)CCCC)CCC.N(C(N1CCCCC1)=O)=NC(N1CCCCC1)=O. (5) Given the product [CH:18]1[C:19]2[C:24](=[CH:23][CH:22]=[CH:21][CH:20]=2)[CH:25]=[CH:26][C:17]=1[C:15]1[CH:8]([C:7]2[CH:6]=[CH:5][N:4]=[CH:3][C:2]=2[F:1])[CH2:9][C:10](=[O:27])[NH:28][N:29]=1, predict the reactants needed to synthesize it. The reactants are: [F:1][C:2]1[CH:3]=[N:4][CH:5]=[CH:6][C:7]=1[CH:8]([C:15]([C:17]1[CH:26]=[CH:25][C:24]2[C:19](=[CH:20][CH:21]=[CH:22][CH:23]=2)[CH:18]=1)=O)[CH2:9][C:10](OCC)=O.[OH2:27].[NH2:28][NH2:29].O. (6) Given the product [ClH:40].[NH2:3][CH2:12][C@H:13]([NH:21][C:22]1[S:23][C:26]([C:28]2[CH:29]=[C:30]3[C:35](=[CH:36][CH:37]=2)[CH:34]=[N:33][CH:32]=[C:31]3[O:38][CH3:39])=[N:25][N:24]=1)[CH2:14][C:15]1[CH:20]=[CH:19][CH:18]=[CH:17][CH:16]=1, predict the reactants needed to synthesize it. The reactants are: O=C1C2C=CC=CC=2C(=O)[N:3]1[CH2:12][C@H:13]([NH:21][C:22]([NH:24][NH:25][C:26]([C:28]1[CH:29]=[C:30]2[C:35](=[CH:36][CH:37]=1)[CH:34]=[N:33][CH:32]=[C:31]2[O:38][CH3:39])=O)=[S:23])[CH2:14][C:15]1[CH:20]=[CH:19][CH:18]=[CH:17][CH:16]=1.[ClH:40].N[C@H](CC1C=CC=CC=1)CN1C(=O)C2C=CC=CC=2C1=O.COC1C2C(=CC=C(C(NN)=O)C=2)C=NC=1. (7) Given the product [C:29]([O:28][C:27]([NH:26][CH2:25][CH2:24][O:20][C:17]1[CH:16]=[CH:15][C:14]([CH2:13][CH:7]([O:6][C:5]2[CH:21]=[CH:22][C:2]([Cl:1])=[CH:3][CH:4]=2)[C:8]([O:10][CH2:11][CH3:12])=[O:9])=[CH:19][CH:18]=1)=[O:33])([CH3:32])([CH3:31])[CH3:30], predict the reactants needed to synthesize it. The reactants are: [Cl:1][C:2]1[CH:22]=[CH:21][C:5]([O:6][CH:7]([CH2:13][C:14]2[CH:19]=[CH:18][C:17]([OH:20])=[CH:16][CH:15]=2)[C:8]([O:10][CH2:11][CH3:12])=[O:9])=[CH:4][CH:3]=1.O[CH2:24][CH2:25][NH:26][C:27](=[O:33])[O:28][C:29]([CH3:32])([CH3:31])[CH3:30].C1(P(C2C=CC=CC=2)C2C=CC=CC=2)C=CC=CC=1.CCOC(/N=N/C(OCC)=O)=O. (8) The reactants are: [OH:1][C:2]1[CH:3]=[C:4]([CH2:8][NH:9][C:10]([C:12]2[CH:13]=[C:14]3[C:19](=[CH:20][CH:21]=2)[N:18]=[CH:17][CH:16]=[CH:15]3)=[O:11])[CH:5]=[CH:6][CH:7]=1.Br[CH2:23][C:24]#[CH:25].CN(C=O)C.C(=O)([O-])[O-].[Cs+].[Cs+]. Given the product [CH2:25]([O:1][C:2]1[CH:3]=[C:4]([CH2:8][NH:9][C:10]([C:12]2[CH:13]=[C:14]3[C:19](=[CH:20][CH:21]=2)[N:18]=[CH:17][CH:16]=[CH:15]3)=[O:11])[CH:5]=[CH:6][CH:7]=1)[C:24]#[CH:23], predict the reactants needed to synthesize it. (9) The reactants are: [CH2:1]([N:3]=[C:4]=[S:5])[CH3:2].[C:6]([O:10]C)(=O)[CH2:7][SH:8].C(N(CC)CC)C.O. Given the product [CH3:2][CH2:1][N:3]1[C:4](=[S:5])[S:8][CH2:7][C:6]1=[O:10], predict the reactants needed to synthesize it. (10) Given the product [CH3:31][O:32][CH2:33][CH2:34][N:35]1[CH2:40][CH2:39][N:38]([C:16]([C:13]2[CH:14]=[CH:15][C:10]([B:1]3[O:2][C:3]([CH3:9])([CH3:8])[C:4]([CH3:7])([CH3:6])[O:5]3)=[CH:11][CH:12]=2)=[O:18])[CH2:37][CH2:36]1, predict the reactants needed to synthesize it. The reactants are: [B:1]1([C:10]2[CH:15]=[CH:14][C:13]([C:16]([OH:18])=O)=[CH:12][CH:11]=2)[O:5][C:4]([CH3:7])([CH3:6])[C:3]([CH3:9])([CH3:8])[O:2]1.CCN=C=NCCCN(C)C.Cl.[CH3:31][O:32][CH2:33][CH2:34][N:35]1[CH2:40][CH2:39][NH:38][CH2:37][CH2:36]1.